Dataset: Catalyst prediction with 721,799 reactions and 888 catalyst types from USPTO. Task: Predict which catalyst facilitates the given reaction. Reactant: [O:1]1[CH2:6][CH:5]=[C:4]([N:7]2[CH2:12][CH2:11][O:10][CH2:9][CH2:8]2)[CH2:3][CH2:2]1.[Br:13][C:14]1[CH:15]=[CH:16][C:17]([OH:22])=[C:18]([CH:21]=1)[CH:19]=[O:20]. Product: [Br:13][C:14]1[CH:15]=[CH:16][C:17]2[O:22][C:4]3([N:7]4[CH2:12][CH2:11][O:10][CH2:9][CH2:8]4)[CH2:3][CH2:2][O:1][CH2:6][CH:5]3[CH:19]([OH:20])[C:18]=2[CH:21]=1. The catalyst class is: 11.